From a dataset of Catalyst prediction with 721,799 reactions and 888 catalyst types from USPTO. Predict which catalyst facilitates the given reaction. (1) Reactant: [C:1]([O:5][C:6]([N:8]1[CH2:12][CH:11]([O:13][C:14]2[CH:19]=[CH:18][C:17]([F:20])=[CH:16][C:15]=2[F:21])[CH2:10][CH:9]1[C:22](O)=[O:23])=[O:7])([CH3:4])([CH3:3])[CH3:2].CSC. Product: [C:1]([O:5][C:6]([N:8]1[CH2:12][CH:11]([O:13][C:14]2[CH:19]=[CH:18][C:17]([F:20])=[CH:16][C:15]=2[F:21])[CH2:10][CH:9]1[CH2:22][OH:23])=[O:7])([CH3:4])([CH3:3])[CH3:2]. The catalyst class is: 1. (2) Product: [NH2:7][C:8]1[CH:17]=[C:16]([C:18]([F:21])([F:20])[F:19])[C:15]([CH3:3])=[CH:14][C:9]=1[C:10]([O:12][CH3:13])=[O:11]. Reactant: [F-].[Cs+].[CH3:3]B(O)O.[NH2:7][C:8]1[CH:17]=[C:16]([C:18]([F:21])([F:20])[F:19])[C:15](I)=[CH:14][C:9]=1[C:10]([O:12][CH3:13])=[O:11]. The catalyst class is: 12. (3) Reactant: [F:1][C:2]([F:14])([C:8]1[CH:13]=[CH:12][CH:11]=[CH:10][N:9]=1)[C:3](OCC)=[O:4].[BH4-].[Na+]. Product: [F:14][C:2]([F:1])([C:8]1[CH:13]=[CH:12][CH:11]=[CH:10][N:9]=1)[CH2:3][OH:4]. The catalyst class is: 8. (4) Product: [Br:13][CH2:4][CH2:5][C:6]1([CH2:1][C:2]([OH:3])=[O:12])[CH2:11][CH2:10][CH2:9][CH2:8][CH2:7]1. The catalyst class is: 6. Reactant: [CH2:1]1[C:6]2([CH2:11][CH2:10][CH2:9][CH2:8][CH2:7]2)[CH2:5][CH2:4][O:3][C:2]1=[O:12].[BrH:13].C(O)(=O)C. (5) Reactant: [CH3:1][C:2]1[N:3]=[CH:4][S:5][C:6]=1[CH:7](O)[CH3:8].C1(P(C2C=CC=CC=2)C2C=CC=CC=2)C=CC=CC=1.[Br:29]N1C(=O)CCC1=O. Product: [Br:29][CH2:8][CH2:7][C:6]1[S:5][CH:4]=[N:3][C:2]=1[CH3:1]. The catalyst class is: 4. (6) Reactant: C(S[C:4](=[N:6][C:7]1[CH:12]=[CH:11][CH:10]=[CH:9][CH:8]=1)[CH3:5])C.[C:13]([NH:21][NH2:22])(=O)[C:14]1[CH:19]=[CH:18][CH:17]=[N:16][CH:15]=1. Product: [CH3:5][C:4]1[N:6]([C:7]2[CH:12]=[CH:11][CH:10]=[CH:9][CH:8]=2)[C:13]([C:14]2[CH:15]=[N:16][CH:17]=[CH:18][CH:19]=2)=[N:21][N:22]=1. The catalyst class is: 51. (7) Reactant: [CH3:1]O.Cl[CH2:4][C:5](=[O:10])[CH2:6][C:7]([O-:9])=[O:8].[F:11][C:12]1[C:17]([F:18])=[CH:16][CH:15]=[CH:14][C:13]=1[SH:19]. Product: [CH3:1][O:9][C:7](=[O:8])[CH2:6][C:5](=[O:10])[CH2:4][S:19][C:13]1[CH:14]=[CH:15][CH:16]=[C:17]([F:18])[C:12]=1[F:11]. The catalyst class is: 25.